Dataset: CYP2C19 inhibition data for predicting drug metabolism from PubChem BioAssay. Task: Regression/Classification. Given a drug SMILES string, predict its absorption, distribution, metabolism, or excretion properties. Task type varies by dataset: regression for continuous measurements (e.g., permeability, clearance, half-life) or binary classification for categorical outcomes (e.g., BBB penetration, CYP inhibition). Dataset: cyp2c19_veith. (1) The molecule is NC1=C2NC=N[C@@H]2N(C/C=C\c2ccccc2)C=N1. The result is 0 (non-inhibitor). (2) The drug is O=C(Cn1ncc2ccsc2c1=O)N1CCC2(CC1)OCCO2. The result is 1 (inhibitor). (3) The molecule is CO[C@@H]1COC(=O)C/C=C\[C@@H](C)[C@@H]2C=C[C@H](O)[C@@H](COC(=O)C/C=C\[C@H]1C)O2. The result is 0 (non-inhibitor). (4) The result is 0 (non-inhibitor). The drug is CSc1nc(O)c(Cc2ccccc2)c(=O)[nH]1. (5) The drug is CSc1nc(NC2CCCC2)c([N+](=O)[O-])c(NC2CCCC2)n1. The result is 1 (inhibitor). (6) The molecule is COc1ccccc1CN(Cc1cc2cc3c(cc2[nH]c1=O)OCCO3)Cc1nnnn1Cc1ccco1. The result is 1 (inhibitor). (7) The result is 0 (non-inhibitor). The compound is CCN1CCC[C@H]1CNC(=O)c1cc(S(N)(=O)=O)ccc1OC.